The task is: Predict the product of the given reaction.. This data is from Forward reaction prediction with 1.9M reactions from USPTO patents (1976-2016). (1) Given the reactants [C:1]([O:5][C:6]([N:8]1[CH2:13][CH2:12][N:11]([C:14](=[O:26])[C:15]2[CH:20]=[C:19]([S:21]([CH3:24])(=[O:23])=[O:22])[CH:18]=[CH:17][C:16]=2I)[CH:10]([CH3:27])[CH2:9]1)=[O:7])([CH3:4])([CH3:3])[CH3:2].[NH:28]1[CH2:33][CH2:32][O:31][CH2:30][CH2:29]1, predict the reaction product. The product is: [C:1]([O:5][C:6]([N:8]1[CH2:13][CH2:12][N:11]([C:14](=[O:26])[C:15]2[CH:20]=[C:19]([S:21]([CH3:24])(=[O:23])=[O:22])[CH:18]=[CH:17][C:16]=2[N:28]2[CH2:33][CH2:32][O:31][CH2:30][CH2:29]2)[CH:10]([CH3:27])[CH2:9]1)=[O:7])([CH3:4])([CH3:3])[CH3:2]. (2) Given the reactants [C:1]([CH:5]1[CH2:14][CH2:13][C:12]2[N:11]=[C:10]3[S:15][C:16]([C:18]4[O:19][C:20]([CH2:23]Cl)=[CH:21][N:22]=4)=[CH:17][C:9]3=[CH:8][C:7]=2[CH2:6]1)([CH3:4])([CH3:3])[CH3:2].[N-:25]=[N+]=[N-].[Na+].C1(P(C2C=CC=CC=2)C2C=CC=CC=2)C=CC=CC=1.C(N(CC)CC)C, predict the reaction product. The product is: [C:1]([CH:5]1[CH2:14][CH2:13][C:12]2[N:11]=[C:10]3[S:15][C:16]([C:18]4[O:19][C:20]([CH2:23][NH2:25])=[CH:21][N:22]=4)=[CH:17][C:9]3=[CH:8][C:7]=2[CH2:6]1)([CH3:4])([CH3:3])[CH3:2]. (3) Given the reactants F[C:2]1[CH:9]=[C:8]([C:10]2[CH:15]=[C:14]([N:16]3[CH2:20][CH2:19][CH2:18][C@H:17]3[C:21]([F:24])([F:23])[F:22])[N:13]=[C:12]([NH:25][CH3:26])[N:11]=2)[CH:7]=[C:6]([O:27][CH3:28])[C:3]=1[C:4]#[N:5].O.[NH2:30][NH2:31], predict the reaction product. The product is: [CH3:26][NH:25][C:12]1[N:11]=[C:10]([C:8]2[CH:9]=[C:2]3[C:3]([C:4]([NH2:5])=[N:30][NH:31]3)=[C:6]([O:27][CH3:28])[CH:7]=2)[CH:15]=[C:14]([N:16]2[CH2:20][CH2:19][CH2:18][C@H:17]2[C:21]([F:22])([F:24])[F:23])[N:13]=1. (4) Given the reactants [NH:1]1[CH2:6][CH2:5][CH2:4][CH2:3][CH2:2]1.[F:7][C:8]1[CH:13]=[C:12]([O:14][CH3:15])[C:11]([O:16][CH3:17])=[CH:10][C:9]=1[S:18](Cl)(=[O:20])=[O:19].O, predict the reaction product. The product is: [F:7][C:8]1[CH:13]=[C:12]([O:14][CH3:15])[C:11]([O:16][CH3:17])=[CH:10][C:9]=1[S:18]([N:1]1[CH2:6][CH2:5][CH2:4][CH2:3][CH2:2]1)(=[O:19])=[O:20]. (5) Given the reactants [O:1]1[C:5](=[O:6])[CH2:4][CH2:3][C:2]1=[O:7].[CH3:8][C:9]1[C:15]([CH3:16])=[CH:14][CH:13]=[CH:12][C:10]=1[NH2:11], predict the reaction product. The product is: [CH3:8][C:9]1[C:15]([CH3:16])=[CH:14][CH:13]=[CH:12][C:10]=1[NH:11][C:5](=[O:6])[CH2:4][CH2:3][C:2]([OH:1])=[O:7]. (6) The product is: [F:15][C:9]1[CH:10]=[C:11]([OH:14])[CH:12]=[CH:13][C:8]=1[N:7]1[CH2:2][CH2:3][NH:4][C:5]1=[O:6]. Given the reactants Cl[CH2:2][CH2:3][NH:4][C:5]([NH:7][C:8]1[CH:13]=[CH:12][C:11]([OH:14])=[CH:10][C:9]=1[F:15])=[O:6].CC([O-])(C)C.[Na+], predict the reaction product. (7) Given the reactants [Br:1][C:2]1[C:3]([NH2:15])=[N:4][CH:5]=[C:6]([C:8]2[CH:13]=[CH:12][C:11]([Cl:14])=[CH:10][CH:9]=2)[CH:7]=1.[CH2:16](OC(OCC)CBr)[CH3:17], predict the reaction product. The product is: [Br:1][C:2]1[C:3]2[N:4]([CH:16]=[CH:17][N:15]=2)[CH:5]=[C:6]([C:8]2[CH:9]=[CH:10][C:11]([Cl:14])=[CH:12][CH:13]=2)[CH:7]=1.